Dataset: Reaction yield outcomes from USPTO patents with 853,638 reactions. Task: Predict the reaction yield, written as a fraction of the theoretical maximum amount of product (1.0 means a 100% yield; for example, 0.34 means a 34% yield). (1) The reactants are [F:1][C:2]([F:13])([F:12])[O:3][C:4]1[CH:11]=[CH:10][C:7]([CH:8]=[O:9])=[CH:6][CH:5]=1.C(Cl)Cl.OS(O)(=O)=O.[Br:22]N1C(=O)CCC1=O. The catalyst is C(O)(C(F)(F)F)=O. The product is [Br:22][C:5]1[CH:6]=[C:7]([CH:10]=[CH:11][C:4]=1[O:3][C:2]([F:12])([F:13])[F:1])[CH:8]=[O:9]. The yield is 0.620. (2) The reactants are [Cl:1][C:2]1[CH:7]=[CH:6][C:5]([C:8](=O)[CH2:9][CH2:10][C:11]([OH:13])=[O:12])=[CH:4][CH:3]=1.[OH-].[K+].O.NN.Cl. The catalyst is C(O)CO.O. The product is [Cl:1][C:2]1[CH:3]=[CH:4][C:5]([CH2:8][CH2:9][CH2:10][C:11]([OH:13])=[O:12])=[CH:6][CH:7]=1. The yield is 0.890. (3) The reactants are [OH:1][C:2]1[C:7]([C:8]([O:10][CH3:11])=[O:9])=[CH:6][CH:5]=[CH:4][C:3]=1[NH:12][C:13]([CH:15]1[CH2:18][N:17]([C:19]([O:21][CH2:22][C:23]2[CH:28]=[CH:27][CH:26]=[CH:25][CH:24]=2)=[O:20])[CH2:16]1)=O.C(=O)(O)[O-].[Na+]. The catalyst is C(O)(=O)CC. The product is [CH2:22]([O:21][C:19]([N:17]1[CH2:18][CH:15]([C:13]2[O:1][C:2]3[C:7]([C:8]([O:10][CH3:11])=[O:9])=[CH:6][CH:5]=[CH:4][C:3]=3[N:12]=2)[CH2:16]1)=[O:20])[C:23]1[CH:28]=[CH:27][CH:26]=[CH:25][CH:24]=1. The yield is 0.390. (4) The product is [F:37][S:34]([F:35])([F:36])([F:38])([F:39])[C:31]1[CH:32]=[CH:33][C:28](/[CH:27]=[CH:26]/[C:23]2[O:24][CH:25]=[C:21]([CH2:20][O:18][C:15]3[CH:14]=[CH:13][C:12]([CH2:11][CH2:10][CH2:9][CH2:8][N:3]4[CH:7]=[CH:6][N:5]=[N:4]4)=[CH:17][CH:16]=3)[N:22]=2)=[CH:29][CH:30]=1. The yield is 0.840. The reactants are [H-].[Na+].[N:3]1([CH2:8][CH2:9][CH2:10][CH2:11][C:12]2[CH:17]=[CH:16][C:15]([OH:18])=[CH:14][CH:13]=2)[CH:7]=[CH:6][N:5]=[N:4]1.Cl[CH2:20][C:21]1[N:22]=[C:23]([CH:26]=[CH:27][C:28]2[CH:33]=[CH:32][C:31]([S:34]([F:39])([F:38])([F:37])([F:36])[F:35])=[CH:30][CH:29]=2)[O:24][CH:25]=1.O. The catalyst is CN(C=O)C. (5) The reactants are [CH:1]1([CH2:6][C@H:7]([NH:12][C:13](=[O:19])[O:14][C:15]([CH3:18])([CH3:17])[CH3:16])[C:8](=[O:11])[CH:9]=[CH2:10])[CH2:5][CH2:4][CH2:3][CH2:2]1.[OH2:20]. The catalyst is CN(C=O)C. The product is [CH:1]1([CH2:6][C@H:7]([NH:12][C:13](=[O:19])[O:14][C:15]([CH3:18])([CH3:17])[CH3:16])[C:8]([C@H:9]2[CH2:10][O:20]2)=[O:11])[CH2:2][CH2:3][CH2:4][CH2:5]1. The yield is 0.430. (6) The reactants are [C:1]([O:5][C:6]([NH:8][C:9]1[S:10][CH:11]=[C:12](/[C:14](=[N:31]/[O:32][C:33]2([C:36]([O:38][CH:39]([C:46]3[CH:51]=[CH:50][CH:49]=[CH:48][CH:47]=3)[C:40]3[CH:45]=[CH:44][CH:43]=[CH:42][CH:41]=3)=[O:37])[CH2:35][CH2:34]2)/[C:15]([NH:17][C@@H:18]2[C:21](=[O:22])[NH:20][C@@H:19]2[CH2:23][N:24]2[N:28]=[C:27]([CH2:29][OH:30])[CH:26]=[N:25]2)=[O:16])[N:13]=1)=[O:7])([CH3:4])([CH3:3])[CH3:2].CCN(C(C)C)C(C)C.[CH3:61][S:62](Cl)(=[O:64])=[O:63]. The catalyst is C(Cl)Cl. The product is [C:1]([O:5][C:6]([NH:8][C:9]1[S:10][CH:11]=[C:12](/[C:14](=[N:31]/[O:32][C:33]2([C:36]([O:38][CH:39]([C:46]3[CH:51]=[CH:50][CH:49]=[CH:48][CH:47]=3)[C:40]3[CH:41]=[CH:42][CH:43]=[CH:44][CH:45]=3)=[O:37])[CH2:34][CH2:35]2)/[C:15]([NH:17][C@@H:18]2[C:21](=[O:22])[NH:20][C@@H:19]2[CH2:23][N:24]2[N:28]=[C:27]([CH2:29][O:30][S:62]([CH3:61])(=[O:64])=[O:63])[CH:26]=[N:25]2)=[O:16])[N:13]=1)=[O:7])([CH3:4])([CH3:2])[CH3:3]. The yield is 0.960.